From a dataset of Full USPTO retrosynthesis dataset with 1.9M reactions from patents (1976-2016). Predict the reactants needed to synthesize the given product. (1) Given the product [CH3:11][N+:10]([CH2:12][CH2:13][CH2:14][CH2:15][CH2:16][CH2:17][CH2:18][CH2:19][CH2:20][CH2:21][CH2:22][CH2:23][CH2:24][CH3:25])([CH2:8][CH2:1][CH2:2][CH2:3][S:4]([O-:7])(=[O:6])=[O:5])[CH3:9], predict the reactants needed to synthesize it. The reactants are: [CH2:1]1[CH2:8][O:7][S:4](=[O:6])(=[O:5])[CH2:3][CH2:2]1.[CH3:9][N:10]([CH2:12][CH2:13][CH2:14][CH2:15][CH2:16][CH2:17][CH2:18][CH2:19][CH2:20][CH2:21][CH2:22][CH2:23][CH2:24][CH3:25])[CH3:11]. (2) The reactants are: [OH:1][C:2]([CH3:39])([CH3:38])[CH:3]([NH:15][C:16]([N:18]1[CH2:23][C:22](=[O:24])[N:21]([CH2:25][O:26][CH2:27][CH2:28][Si:29]([CH3:32])([CH3:31])[CH3:30])[C:20]2[CH:33]=[C:34](I)[CH:35]=[N:36][C:19]1=2)=[O:17])[C:4]1[CH:9]=[CH:8][C:7]([O:10][C:11]([F:14])([F:13])[F:12])=[CH:6][CH:5]=1.[CH:40]1(B(O)O)[CH2:42][CH2:41]1.C1(P(C2CCCCC2)C2CCCCC2)CCCCC1.P([O-])([O-])([O-])=O.[K+].[K+].[K+]. Given the product [CH:40]1([C:34]2[CH:35]=[N:36][C:19]3[N:18]([C:16]([NH:15][CH:3]([C:4]4[CH:9]=[CH:8][C:7]([O:10][C:11]([F:14])([F:13])[F:12])=[CH:6][CH:5]=4)[C:2]([OH:1])([CH3:39])[CH3:38])=[O:17])[CH2:23][C:22](=[O:24])[N:21]([CH2:25][O:26][CH2:27][CH2:28][Si:29]([CH3:32])([CH3:31])[CH3:30])[C:20]=3[CH:33]=2)[CH2:42][CH2:41]1, predict the reactants needed to synthesize it. (3) Given the product [CH3:1][N:2]([CH3:3])[S:42]([C:38]1[CH:39]=[CH:40][CH:41]=[C:36]([C:32]2[CH:31]=[C:30]([C:16]3[N:15]=[C:14]([C:13]([F:12])([F:46])[F:47])[CH:19]=[C:18]([C:20]4[CH:25]=[CH:24][C:23]([C:26]([F:29])([F:27])[F:28])=[CH:22][CH:21]=4)[N:17]=3)[CH:35]=[CH:34][N:33]=2)[CH:37]=1)(=[O:43])=[O:44], predict the reactants needed to synthesize it. The reactants are: [CH3:1][NH:2][CH3:3].C(N(CC)CC)C.Cl.[F:12][C:13]([F:47])([F:46])[C:14]1[CH:19]=[C:18]([C:20]2[CH:25]=[CH:24][C:23]([C:26]([F:29])([F:28])[F:27])=[CH:22][CH:21]=2)[N:17]=[C:16]([C:30]2[CH:35]=[CH:34][N:33]=[C:32]([C:36]3[CH:37]=[C:38]([S:42](Cl)(=[O:44])=[O:43])[CH:39]=[CH:40][CH:41]=3)[CH:31]=2)[N:15]=1. (4) Given the product [C:1]1([C:7]2[O:11][C:10]([CH2:12][NH:13][C:37]([C:33]3[N:34]([CH3:36])[CH:35]=[C:31]([NH:30][C:28]([C:23]4[C:22]([C:19]5[CH:18]=[CH:17][C:16]([C:15]([F:41])([F:14])[F:40])=[CH:21][CH:20]=5)=[CH:27][CH:26]=[CH:25][CH:24]=4)=[O:29])[CH:32]=3)=[O:38])=[N:9][N:8]=2)[CH:2]=[CH:3][CH:4]=[CH:5][CH:6]=1, predict the reactants needed to synthesize it. The reactants are: [C:1]1([C:7]2[O:11][C:10]([CH2:12][NH2:13])=[N:9][N:8]=2)[CH:6]=[CH:5][CH:4]=[CH:3][CH:2]=1.[F:14][C:15]([F:41])([F:40])[C:16]1[CH:21]=[CH:20][C:19]([C:22]2[C:23]([C:28]([NH:30][C:31]3[CH:32]=[C:33]([C:37](O)=[O:38])[N:34]([CH3:36])[CH:35]=3)=[O:29])=[CH:24][CH:25]=[CH:26][CH:27]=2)=[CH:18][CH:17]=1.CN(C(ON1N=NC2C=CC=CC1=2)=[N+](C)C)C.[B-](F)(F)(F)F.C(N(C(C)C)C(C)C)C. (5) Given the product [CH2:17]([N:5]1[CH:6]=[C:2]([I:1])[CH:3]=[C:4]1[S:7]([CH3:10])(=[O:9])=[O:8])[CH3:18], predict the reactants needed to synthesize it. The reactants are: [I:1][C:2]1[CH:3]=[C:4]([S:7]([CH3:10])(=[O:9])=[O:8])[NH:5][CH:6]=1.C([O-])([O-])=O.[Cs+].[Cs+].[CH2:17](I)[CH3:18].